From a dataset of Forward reaction prediction with 1.9M reactions from USPTO patents (1976-2016). Predict the product of the given reaction. Given the reactants Br[C:2]1[CH:11]=[CH:10][CH:9]=[C:8]2[C:3]=1[CH:4]=[CH:5][N:6]=[CH:7]2.[C:12](=[N:25][NH2:26])([C:19]1[CH:24]=[CH:23][CH:22]=[CH:21][CH:20]=1)[C:13]1[CH:18]=[CH:17][CH:16]=[CH:15][CH:14]=1.C1C=CC(P(C2C(C3C(P(C4C=CC=CC=4)C4C=CC=CC=4)=CC=C4C=3C=CC=C4)=C3C(C=CC=C3)=CC=2)C2C=CC=CC=2)=CC=1.CC(C)([O-])C.[Na+], predict the reaction product. The product is: [C:12](=[N:25][NH:26][C:2]1[CH:11]=[CH:10][CH:9]=[C:8]2[C:3]=1[CH:4]=[CH:5][N:6]=[CH:7]2)([C:19]1[CH:20]=[CH:21][CH:22]=[CH:23][CH:24]=1)[C:13]1[CH:18]=[CH:17][CH:16]=[CH:15][CH:14]=1.